From a dataset of Peptide-MHC class I binding affinity with 185,985 pairs from IEDB/IMGT. Regression. Given a peptide amino acid sequence and an MHC pseudo amino acid sequence, predict their binding affinity value. This is MHC class I binding data. (1) The peptide sequence is KVFPYALINK. The MHC is HLA-A68:02 with pseudo-sequence HLA-A68:02. The binding affinity (normalized) is 0.110. (2) The peptide sequence is SRLKPSSFK. The MHC is HLA-A31:01 with pseudo-sequence HLA-A31:01. The binding affinity (normalized) is 0.152. (3) The peptide sequence is KTTARHLGH. The MHC is HLA-A24:03 with pseudo-sequence HLA-A24:03. The binding affinity (normalized) is 0.0847. (4) The peptide sequence is QPQQSPQFF. The MHC is HLA-A03:01 with pseudo-sequence HLA-A03:01. The binding affinity (normalized) is 0.0847. (5) The peptide sequence is ATREGKHGK. The MHC is HLA-A11:01 with pseudo-sequence HLA-A11:01. The binding affinity (normalized) is 0.488. (6) The peptide sequence is LCEEGKVCY. The MHC is HLA-A26:01 with pseudo-sequence HLA-A26:01. The binding affinity (normalized) is 0. (7) The peptide sequence is NTFKFGVIY. The MHC is HLA-A02:03 with pseudo-sequence HLA-A02:03. The binding affinity (normalized) is 0.0847. (8) The peptide sequence is LMIIPLINV. The MHC is HLA-A26:01 with pseudo-sequence HLA-A26:01. The binding affinity (normalized) is 0. (9) The binding affinity (normalized) is 0.0847. The peptide sequence is APEEKYLSM. The MHC is HLA-A69:01 with pseudo-sequence HLA-A69:01. (10) The peptide sequence is RPVPHWPKY. The MHC is HLA-A26:01 with pseudo-sequence HLA-A26:01. The binding affinity (normalized) is 0.182.